Dataset: M1 muscarinic receptor agonist screen with 61,833 compounds. Task: Binary Classification. Given a drug SMILES string, predict its activity (active/inactive) in a high-throughput screening assay against a specified biological target. (1) The drug is Clc1cc(CNC(=O)c2cccnc2)ccc1. The result is 0 (inactive). (2) The drug is S(c1[nH]c(=O)c(CC)c(O)n1)CC(=O)Nc1c(OC)cccc1. The result is 0 (inactive).